This data is from Forward reaction prediction with 1.9M reactions from USPTO patents (1976-2016). The task is: Predict the product of the given reaction. (1) Given the reactants [CH:1]1([C:4]2[NH:15][C:14](=O)[C:7]3[N:8]=[C:9]([S:12][CH3:13])[N:10]=[CH:11][C:6]=3[CH:5]=2)[CH2:3][CH2:2]1.P(Cl)(Cl)([Cl:19])=O, predict the reaction product. The product is: [Cl:19][C:14]1[C:7]2[N:8]=[C:9]([S:12][CH3:13])[N:10]=[CH:11][C:6]=2[CH:5]=[C:4]([CH:1]2[CH2:3][CH2:2]2)[N:15]=1. (2) Given the reactants [C:1]([C:5]1[CH:6]=[C:7]([NH:25][C:26]([NH:28][C@@H:29]2[C:38]3[C:33](=[CH:34][CH:35]=[CH:36][CH:37]=3)[C@H:32]([O:39][C:40]3[CH:41]=[CH:42][C:43]4[N:44]([C:46]([C@@H:49]5[CH2:53][CH2:52][CH2:51][N:50]5[CH3:54])=[N:47][N:48]=4)[CH:45]=3)[CH2:31][CH2:30]2)=[O:27])[N:8]([C:10]2[CH:15]=[C:14]([Cl:16])[CH:13]=[C:12]([O:17][Si](C(C)(C)C)(C)C)[CH:11]=2)[N:9]=1)([CH3:4])([CH3:3])[CH3:2].CCCC[N+](CCCC)(CCCC)CCCC.[F-], predict the reaction product. The product is: [C:1]([C:5]1[CH:6]=[C:7]([NH:25][C:26]([NH:28][C@@H:29]2[C:38]3[C:33](=[CH:34][CH:35]=[CH:36][CH:37]=3)[C@H:32]([O:39][C:40]3[CH:41]=[CH:42][C:43]4[N:44]([C:46]([C@@H:49]5[CH2:53][CH2:52][CH2:51][N:50]5[CH3:54])=[N:47][N:48]=4)[CH:45]=3)[CH2:31][CH2:30]2)=[O:27])[N:8]([C:10]2[CH:11]=[C:12]([OH:17])[CH:13]=[C:14]([Cl:16])[CH:15]=2)[N:9]=1)([CH3:4])([CH3:2])[CH3:3]. (3) Given the reactants [N:1]1([C:6]2[CH:28]=[CH:27][C:9]([CH2:10][N:11]3[C:20]4[C:15](=[CH:16][CH:17]=[CH:18][CH:19]=4)[C:14](=S)[C:13]([C:22](OCC)=[O:23])=[N:12]3)=[CH:8][CH:7]=2)[CH:5]=[CH:4][CH:3]=[N:2]1.Cl.[O:30]1[CH2:35][CH2:34][CH2:33][CH:32]([NH:36][NH2:37])[CH2:31]1.C(=O)([O-])[O-].[K+].[K+].O, predict the reaction product. The product is: [N:1]1([C:6]2[CH:28]=[CH:27][C:9]([CH2:10][N:11]3[C:20]4[CH:19]=[CH:18][CH:17]=[CH:16][C:15]=4[C:14]4=[N:37][N:36]([CH:32]5[CH2:33][CH2:34][CH2:35][O:30][CH2:31]5)[C:22](=[O:23])[C:13]4=[N:12]3)=[CH:8][CH:7]=2)[CH:5]=[CH:4][CH:3]=[N:2]1. (4) Given the reactants [NH2:1][C:2]1[N:7]=[C:6]([N:8]2[CH2:13][C@H:12]([CH3:14])[N:11]([C:15]([O:17][C:18]([CH3:21])([CH3:20])[CH3:19])=[O:16])[C@H:10]([CH3:22])[CH2:9]2)[CH:5]=[CH:4][C:3]=1[O:23][CH3:24].N1C=CC=CC=1.[Br:31][C:32]1[CH:37]=[CH:36][C:35]([S:38](Cl)(=[O:40])=[O:39])=[C:34]([Cl:42])[CH:33]=1, predict the reaction product. The product is: [Br:31][C:32]1[CH:37]=[CH:36][C:35]([S:38]([NH:1][C:2]2[N:7]=[C:6]([N:8]3[CH2:9][C@H:10]([CH3:22])[N:11]([C:15]([O:17][C:18]([CH3:19])([CH3:21])[CH3:20])=[O:16])[C@H:12]([CH3:14])[CH2:13]3)[CH:5]=[CH:4][C:3]=2[O:23][CH3:24])(=[O:39])=[O:40])=[C:34]([Cl:42])[CH:33]=1. (5) Given the reactants [CH3:1][O:2][CH2:3][O:4][C:5]1[CH:10]=[C:9]([C:11]([F:14])([F:13])[F:12])[CH:8]=[CH:7][C:6]=1[N:15]([S:19]([CH2:22][CH:23](O)[CH2:24][CH2:25][CH2:26][CH3:27])(=[O:21])=[O:20])[CH:16]([CH3:18])[CH3:17].N12CCCCC1CNCC=C2.Cl, predict the reaction product. The product is: [CH3:1][O:2][CH2:3][O:4][C:5]1[CH:10]=[C:9]([C:11]([F:14])([F:13])[F:12])[CH:8]=[CH:7][C:6]=1[N:15]([S:19]([CH:22]=[CH:23][CH2:24][CH2:25][CH2:26][CH3:27])(=[O:20])=[O:21])[CH:16]([CH3:18])[CH3:17].